This data is from Peptide-MHC class I binding affinity with 185,985 pairs from IEDB/IMGT. The task is: Regression. Given a peptide amino acid sequence and an MHC pseudo amino acid sequence, predict their binding affinity value. This is MHC class I binding data. (1) The peptide sequence is HEYQGKAVL. The MHC is HLA-B40:01 with pseudo-sequence HLA-B40:01. The binding affinity (normalized) is 0.834. (2) The peptide sequence is NPTVDGIMTI. The MHC is HLA-B53:01 with pseudo-sequence HLA-B53:01. The binding affinity (normalized) is 0.504. (3) The peptide sequence is ALMTLDDLAI. The MHC is HLA-A02:02 with pseudo-sequence HLA-A02:02. The binding affinity (normalized) is 0.755. (4) The peptide sequence is RGGRWILAI. The MHC is Mamu-B1001 with pseudo-sequence Mamu-B1001. The binding affinity (normalized) is 0.107. (5) The peptide sequence is GKLDPTNTL. The MHC is HLA-A03:01 with pseudo-sequence HLA-A03:01. The binding affinity (normalized) is 0.0847. (6) The peptide sequence is GSSDFQVHFLK. The MHC is HLA-B58:01 with pseudo-sequence HLA-B58:01. The binding affinity (normalized) is 0.0847.